This data is from hERG potassium channel inhibition data for cardiac toxicity prediction from Karim et al.. The task is: Regression/Classification. Given a drug SMILES string, predict its toxicity properties. Task type varies by dataset: regression for continuous values (e.g., LD50, hERG inhibition percentage) or binary classification for toxic/non-toxic outcomes (e.g., AMES mutagenicity, cardiotoxicity, hepatotoxicity). Dataset: herg_karim. (1) The molecule is Cc1nnc2sc(C(=O)NCc3ccc(-c4cccnc4F)cc3)c(N)c2c1C. The result is 0 (non-blocker). (2) The drug is C[C@H]1CN(CC=C2CCCc3c2cnn3-c2ccccc2)C[C@@H](C)O1. The result is 1 (blocker). (3) The drug is O=C(CNC(=O)c1cccc(C(F)(F)F)c1)NC1CCN(C2CCC(O)(c3cnccn3)CC2)C1. The result is 0 (non-blocker). (4) The drug is COc1ccc(NC(=O)N2CCNC[C@@H]2COc2cccnc2)cc1.Cl. The result is 0 (non-blocker).